Dataset: Forward reaction prediction with 1.9M reactions from USPTO patents (1976-2016). Task: Predict the product of the given reaction. (1) Given the reactants [CH3:1][N:2]1[C:6]2[CH:7]=[CH:8][C:9]([C:11]([OH:13])=O)=[CH:10][C:5]=2[N:4]=[C:3]1[NH:14][C:15]1[S:16][C:17]2[CH:23]=[C:22]([O:24][C:25]([F:28])([F:27])[F:26])[CH:21]=[CH:20][C:18]=2[N:19]=1.[CH3:29][S:30]([N:33]1[CH2:38][CH2:37][CH:36]([NH2:39])[CH2:35][CH2:34]1)(=[O:32])=[O:31].CN(C(ON1N=NC2C=CC=CC1=2)=[N+](C)C)C.F[P-](F)(F)(F)(F)F.CCN(C(C)C)C(C)C, predict the reaction product. The product is: [CH3:29][S:30]([N:33]1[CH2:34][CH2:35][CH:36]([NH:39][C:11]([C:9]2[CH:8]=[CH:7][C:6]3[N:2]([CH3:1])[C:3]([NH:14][C:15]4[S:16][C:17]5[CH:23]=[C:22]([O:24][C:25]([F:27])([F:26])[F:28])[CH:21]=[CH:20][C:18]=5[N:19]=4)=[N:4][C:5]=3[CH:10]=2)=[O:13])[CH2:37][CH2:38]1)(=[O:32])=[O:31]. (2) Given the reactants [NH2:1][CH:2]([C:6]1[CH:11]=[CH:10][C:9]([O:12][CH3:13])=[C:8]([F:14])[CH:7]=1)[C:3]([OH:5])=[O:4].[OH-].[Na+].[C:17]([O:21][C:22](O[C:22]([O:21][C:17]([CH3:20])([CH3:19])[CH3:18])=[O:23])=[O:23])([CH3:20])([CH3:19])[CH3:18], predict the reaction product. The product is: [C:17]([O:21][C:22]([NH:1][CH:2]([C:6]1[CH:11]=[CH:10][C:9]([O:12][CH3:13])=[C:8]([F:14])[CH:7]=1)[C:3]([OH:5])=[O:4])=[O:23])([CH3:20])([CH3:19])[CH3:18]. (3) Given the reactants [NH4+:1].[OH-].[N:3]1[C:12]2[CH:11]=[CH:10][CH:9]=[C:8]([S:13](Cl)(=[O:15])=[O:14])[C:7]=2[CH:6]=[CH:5][CH:4]=1.O, predict the reaction product. The product is: [N:3]1[C:12]2[CH:11]=[CH:10][CH:9]=[C:8]([S:13]([NH2:1])(=[O:15])=[O:14])[C:7]=2[CH:6]=[CH:5][CH:4]=1. (4) The product is: [Cl:1][C:2]1[CH:3]=[CH:4][C:5]([O:6][C:7]2[CH:16]=[C:15]3[C:10]([CH2:11][CH2:12][C:13]([CH3:21])([C:17]([OH:19])=[O:18])[CH2:14]3)=[CH:9][CH:8]=2)=[CH:22][CH:23]=1. Given the reactants [Cl:1][C:2]1[CH:23]=[CH:22][C:5]([O:6][C:7]2[CH:16]=[C:15]3[C:10]([CH2:11][CH2:12][C:13]([CH3:21])([C:17]([O:19]C)=[O:18])[CH2:14]3)=[CH:9][CH:8]=2)=[CH:4][CH:3]=1.[OH-].[Li+].Cl, predict the reaction product. (5) The product is: [CH2:2]([O:4][C:5]1[CH:6]=[C:7]([C@@H:13]2[C@H:18]([NH:19][C:27]([C:26]3[CH:25]=[C:24]([CH:32]=[CH:31][CH:30]=3)[C:22]([O:21][CH3:20])=[O:23])=[O:28])[CH2:17][CH2:16][S:15][CH2:14]2)[CH:8]=[CH:9][C:10]=1[O:11][CH3:12])[CH3:3]. Given the reactants Cl.[CH2:2]([O:4][C:5]1[CH:6]=[C:7]([C@@H:13]2[C@H:18]([NH2:19])[CH2:17][CH2:16][S:15][CH2:14]2)[CH:8]=[CH:9][C:10]=1[O:11][CH3:12])[CH3:3].[CH3:20][O:21][C:22]([C:24]1[CH:25]=[C:26]([CH:30]=[CH:31][CH:32]=1)[C:27](O)=[O:28])=[O:23].CN(C(ON1N=NC2C=CC=CC1=2)=[N+](C)C)C.F[P-](F)(F)(F)(F)F.CCN(C(C)C)C(C)C.C(=O)([O-])O.[Na+], predict the reaction product.